From a dataset of Forward reaction prediction with 1.9M reactions from USPTO patents (1976-2016). Predict the product of the given reaction. (1) Given the reactants [CH3:1][C:2]1[CH:3]=[C:4]2[C:8](=[CH:9][CH:10]=1)[NH:7][C:6]([C:11]([OH:13])=O)=[CH:5]2.[CH3:14][C:15]([OH:24])([CH3:23])[CH2:16][CH:17]1[CH2:22][CH2:21][NH:20][CH2:19][CH2:18]1.Cl.C(N=C=NCCCN(C)C)C.ON1C2C=CC=CC=2N=N1.Cl, predict the reaction product. The product is: [CH3:23][C:15]([OH:24])([CH3:14])[CH2:16][CH:17]1[CH2:18][CH2:19][N:20]([C:11]([C:6]2[NH:7][C:8]3[C:4]([CH:5]=2)=[CH:3][C:2]([CH3:1])=[CH:10][CH:9]=3)=[O:13])[CH2:21][CH2:22]1. (2) Given the reactants [Cl:1][C:2]1[CH:7]=[CH:6][C:5]([C@H:8]([NH:13][C:14]2[CH:15]=[CH:16][C:17]([CH3:22])=[C:18]([CH:21]=2)[CH:19]=O)[C:9]([F:12])([F:11])[F:10])=[CH:4][C:3]=1[CH3:23].[NH:24]1[CH2:28][CH2:27][C@@H:26]([C:29]([OH:31])=[O:30])[CH2:25]1.CC(O)=O, predict the reaction product. The product is: [Cl:1][C:2]1[CH:7]=[CH:6][C:5]([C@H:8]([NH:13][C:14]2[CH:15]=[CH:16][C:17]([CH3:22])=[C:18]([CH:21]=2)[CH2:19][N:24]2[CH2:28][CH2:27][C@@H:26]([C:29]([OH:31])=[O:30])[CH2:25]2)[C:9]([F:11])([F:12])[F:10])=[CH:4][C:3]=1[CH3:23]. (3) Given the reactants [H-].[Na+].[Br:3][C:4]1[NH:5][C:6]([Br:9])=[CH:7][N:8]=1.[CH3:10][Si:11]([CH3:18])([CH3:17])[CH2:12][CH2:13][O:14][CH2:15]Cl.C(OCC)(=O)C, predict the reaction product. The product is: [Br:3][C:4]1[N:5]([CH2:15][O:14][CH2:13][CH2:12][Si:11]([CH3:18])([CH3:17])[CH3:10])[C:6]([Br:9])=[CH:7][N:8]=1. (4) Given the reactants [C:1]12([CH2:11][O:12][C:13]3[CH:20]=[CH:19][C:16]([C:17]#[N:18])=[CH:15][C:14]=3[C:21]3[C:22]([O:27][CH3:28])=[N:23][CH:24]=[CH:25][CH:26]=3)[CH2:10][CH:5]3[CH2:6][CH:7]([CH2:9][CH:3]([CH2:4]3)[CH2:2]1)[CH2:8]2.C(=O)([O-])[O-:30].[K+].[K+].OO, predict the reaction product. The product is: [C:1]12([CH2:11][O:12][C:13]3[CH:20]=[CH:19][C:16]([C:17]([NH2:18])=[O:30])=[CH:15][C:14]=3[C:21]3[C:22]([O:27][CH3:28])=[N:23][CH:24]=[CH:25][CH:26]=3)[CH2:8][CH:7]3[CH2:6][CH:5]([CH2:4][CH:3]([CH2:9]3)[CH2:2]1)[CH2:10]2. (5) Given the reactants [NH:1]1[CH2:4][CH2:3][CH2:2]1.Cl[C:6]1[C:11]2=[C:12]([C:16]3[CH:17]=[N:18][N:19]([CH3:21])[CH:20]=3)[N:13]=[C:14]([CH3:15])[N:10]2[N:9]=[CH:8][N:7]=1.C(=O)(O)[O-].[Na+].COC(C)(C)C, predict the reaction product. The product is: [N:1]1([C:6]2[C:11]3=[C:12]([C:16]4[CH:17]=[N:18][N:19]([CH3:21])[CH:20]=4)[N:13]=[C:14]([CH3:15])[N:10]3[N:9]=[CH:8][N:7]=2)[CH2:4][CH2:3][CH2:2]1. (6) Given the reactants [F:1][C:2]([F:7])([F:6])[C:3]([OH:5])=[O:4].[F:8][C:9]1[CH:14]=[CH:13][C:12]([S:15]([C@@:18]2([C:30]3[CH:35]=[CH:34][C:33]([C:36]([F:45])([C:41]([F:44])([F:43])[F:42])[C:37]([F:40])([F:39])[F:38])=[CH:32][CH:31]=3)[CH2:22][CH2:21][N:20](C(OC(C)(C)C)=O)[CH2:19]2)(=[O:17])=[O:16])=[CH:11][CH:10]=1, predict the reaction product. The product is: [F:1][C:2]([F:7])([F:6])[C:3]([OH:5])=[O:4].[F:8][C:9]1[CH:14]=[CH:13][C:12]([S:15]([C@@:18]2([C:30]3[CH:31]=[CH:32][C:33]([C:36]([F:45])([C:37]([F:38])([F:39])[F:40])[C:41]([F:44])([F:43])[F:42])=[CH:34][CH:35]=3)[CH2:22][CH2:21][NH:20][CH2:19]2)(=[O:16])=[O:17])=[CH:11][CH:10]=1. (7) Given the reactants [Cl:1][C:2]1[N:7]=[C:6]([S:8][CH3:9])[N:5]=[C:4]([NH:10][C@@:11]2([CH3:23])[CH2:15][CH2:14][N:13]([C:16]([O:18][C:19]([CH3:22])([CH3:21])[CH3:20])=[O:17])[CH2:12]2)[C:3]=1[CH2:24][CH2:25][OH:26].[CH3:27][S:28](Cl)(=[O:30])=[O:29], predict the reaction product. The product is: [Cl:1][C:2]1[N:7]=[C:6]([S:8][CH3:9])[N:5]=[C:4]([NH:10][C@@:11]2([CH3:23])[CH2:15][CH2:14][N:13]([C:16]([O:18][C:19]([CH3:21])([CH3:20])[CH3:22])=[O:17])[CH2:12]2)[C:3]=1[CH2:24][CH2:25][O:26][S:28]([CH3:27])(=[O:30])=[O:29]. (8) The product is: [CH2:1]([N:8]1[C:16]2[C:11](=[CH:12][CH:13]=[C:14]([C:17]3[CH:22]=[CH:21][C:20]([O:23][C:24]([F:27])([F:25])[F:26])=[CH:19][CH:18]=3)[CH:15]=2)[C:10]([C:28](=[O:34])[C:29]([OH:31])=[O:30])=[CH:9]1)[C:2]1[CH:3]=[CH:4][CH:5]=[CH:6][CH:7]=1. Given the reactants [CH2:1]([N:8]1[C:16]2[C:11](=[CH:12][CH:13]=[C:14]([C:17]3[CH:22]=[CH:21][C:20]([O:23][C:24]([F:27])([F:26])[F:25])=[CH:19][CH:18]=3)[CH:15]=2)[C:10]([C:28](=[O:34])[C:29]([O:31]CC)=[O:30])=[CH:9]1)[C:2]1[CH:7]=[CH:6][CH:5]=[CH:4][CH:3]=1.[OH-].[K+].Cl, predict the reaction product. (9) Given the reactants [CH3:1][O:2][C:3]1[C:11]2[O:10][C:9]([CH3:13])([CH3:12])[CH2:8][C:7]=2[CH:6]=[C:5]([CH2:14][C:15]([NH:18][C:19]([NH:21][C:22]2[CH:27]=[CH:26][C:25]([O:28][CH3:29])=[CH:24][CH:23]=2)=O)([CH3:17])[CH3:16])[CH:4]=1.P(Cl)(Cl)(Cl)=O.[OH-].[Na+], predict the reaction product. The product is: [CH3:1][O:2][C:3]1[CH:4]=[C:5]2[C:6](=[C:7]3[CH2:8][C:9]([CH3:13])([CH3:12])[O:10][C:11]=13)[C:19]([NH:21][C:22]1[CH:27]=[CH:26][C:25]([O:28][CH3:29])=[CH:24][CH:23]=1)=[N:18][C:15]([CH3:17])([CH3:16])[CH2:14]2.